This data is from Catalyst prediction with 721,799 reactions and 888 catalyst types from USPTO. The task is: Predict which catalyst facilitates the given reaction. (1) Reactant: FC(F)(F)S(O[C:7]1[C:12]([O:13][CH3:14])=[C:11]([C:15]2[CH:16]=[N:17][N:18]([CH2:20][CH2:21][O:22][CH3:23])[CH:19]=2)[N:10]=[C:9]([N:24]2[CH2:28][CH2:27][CH2:26][C@H:25]2[C:29]2[CH:34]=[CH:33][C:32]([CH3:35])=[CH:31][CH:30]=2)[N:8]=1)(=O)=O.[NH2:38][C:39]1[S:40][C:41]([C:44]#[N:45])=[CH:42][N:43]=1.CC(C1C=C(C(C)C)C(C2C(P(C(C)(C)C)C(C)(C)C)=CC=CC=2)=C(C(C)C)C=1)C.P([O-])([O-])([O-])=O.[K+].[K+].[K+]. Product: [CH3:14][O:13][C:12]1[C:7]([NH:38][C:39]2[S:40][C:41]([C:44]#[N:45])=[CH:42][N:43]=2)=[N:8][C:9]([N:24]2[CH2:28][CH2:27][CH2:26][C@H:25]2[C:29]2[CH:30]=[CH:31][C:32]([CH3:35])=[CH:33][CH:34]=2)=[N:10][C:11]=1[C:15]1[CH:16]=[N:17][N:18]([CH2:20][CH2:21][O:22][CH3:23])[CH:19]=1. The catalyst class is: 102. (2) Reactant: Cl[C:2]1[C:3]([NH2:8])=[N:4][CH:5]=[CH:6][N:7]=1.[CH:9]1([O:15][C:16]2[N:21]=[CH:20][C:19](B(O)O)=[CH:18][CH:17]=2)[CH2:14][CH2:13][CH2:12][CH2:11][CH2:10]1.C(=O)([O-])[O-].[Na+].[Na+].CCOC(C)=O. Product: [CH:9]1([O:15][C:16]2[N:21]=[CH:20][C:19]([C:2]3[C:3]([NH2:8])=[N:4][CH:5]=[CH:6][N:7]=3)=[CH:18][CH:17]=2)[CH2:14][CH2:13][CH2:12][CH2:11][CH2:10]1. The catalyst class is: 108. (3) Reactant: [CH3:1][O:2][C:3]1[CH:4]=[C:5]2[C:10](=[CH:11][C:12]=1[O:13][CH3:14])[N:9]=[CH:8][CH:7]=[C:6]2[O:15][C:16]1[CH:21]=[CH:20][C:19]([NH:22][C:23]([C:25]2([C:36]([NH:38][C:39]3[CH:44]=[CH:43][C:42]([F:45])=[CH:41][CH:40]=3)=[O:37])[CH2:28][N:27](CC3C=CC=CC=3)[CH2:26]2)=[O:24])=[CH:18][CH:17]=1.C(O)(=O)C. Product: [CH3:1][O:2][C:3]1[CH:4]=[C:5]2[C:10](=[CH:11][C:12]=1[O:13][CH3:14])[N:9]=[CH:8][CH:7]=[C:6]2[O:15][C:16]1[CH:17]=[CH:18][C:19]([NH:22][C:23]([C:25]2([C:36]([NH:38][C:39]3[CH:40]=[CH:41][C:42]([F:45])=[CH:43][CH:44]=3)=[O:37])[CH2:26][NH:27][CH2:28]2)=[O:24])=[CH:20][CH:21]=1. The catalyst class is: 19. (4) Reactant: [CH3:1][N:2]([CH3:32])[S:3]([N:6]1[C:10]([CH2:11][CH:12]([C:14]2C=[CH:22][C:17]3[O:18][CH2:19][CH2:20][O:21][C:16]=3[CH:15]=2)O)=[C:9]([CH3:24])[N:8]=[C:7]1[Si](C(C)(C)C)(C)C)(=[O:5])=[O:4].CC(C[AlH]CC(C)C)C.[C@H](O)(C([O-])=O)[C@@H](O)C([O-])=O.[Na+].[K+]. Product: [CH3:32][N:2]([CH3:1])[S:3]([N:6]1[C:10]([CH2:11][C:12]2[CH:14]=[CH:15][C:16]3[O:21][CH2:20][CH2:19][O:18][C:17]=3[CH:22]=2)=[C:9]([CH3:24])[N:8]=[CH:7]1)(=[O:4])=[O:5]. The catalyst class is: 27. (5) The catalyst class is: 8. Product: [CH3:22][C:21]([N+:23]([O-:25])=[O:24])([CH3:26])[CH2:20][C:17]1[N:3]2[CH:4]=[CH:5][CH:6]=[C:7]([O:8][CH2:9][C:10]3[CH:11]=[CH:12][CH:13]=[CH:14][CH:15]=3)[C:2]2=[N:1][CH:18]=1. Reactant: [NH2:1][C:2]1[C:7]([O:8][CH2:9][C:10]2[CH:15]=[CH:14][CH:13]=[CH:12][CH:11]=2)=[CH:6][CH:5]=[CH:4][N:3]=1.Br[CH:17]([CH2:20][C:21]([CH3:26])([N+:23]([O-:25])=[O:24])[CH3:22])[CH:18]=O.